From a dataset of Catalyst prediction with 721,799 reactions and 888 catalyst types from USPTO. Predict which catalyst facilitates the given reaction. (1) Reactant: [Cl:1][C:2]1[CH:7]=[CH:6][C:5]([N:8]([C:14]2[C:19]([C:20]([F:23])([F:22])[F:21])=[CH:18][C:17]([NH2:24])=[CH:16][C:15]=2[NH2:25])[C:9](=[O:13])OCC)=[CH:4][CH:3]=1.[H-].[Na+].C(=O)(O)[O-].[Na+]. Product: [NH2:24][C:17]1[CH:18]=[C:19]([C:20]([F:21])([F:22])[F:23])[C:14]2[N:8]([C:5]3[CH:4]=[CH:3][C:2]([Cl:1])=[CH:7][CH:6]=3)[C:9](=[O:13])[NH:25][C:15]=2[CH:16]=1. The catalyst class is: 8. (2) Reactant: Cl.Cl.[Cl:3][C:4]1[CH:9]=[CH:8][C:7]([C:10]2[S:18][C:17]3[C:16](=[O:19])[N:15]([CH2:20][CH2:21][C:22]4[CH:27]=[CH:26][C:25]([CH2:28][NH:29][CH3:30])=[CH:24][CH:23]=4)[CH:14]=[N:13][C:12]=3[CH:11]=2)=[CH:6][CH:5]=1.[CH3:31][C:32]([CH3:38])([CH3:37])[CH2:33][C:34](Cl)=[O:35].C(N(CC)CC)C.O1CCCC1. Product: [Cl:3][C:4]1[CH:5]=[CH:6][C:7]([C:10]2[S:18][C:17]3[C:16](=[O:19])[N:15]([CH2:20][CH2:21][C:22]4[CH:23]=[CH:24][C:25]([CH2:28][N:29]([CH3:30])[C:34](=[O:35])[CH2:33][C:32]([CH3:38])([CH3:37])[CH3:31])=[CH:26][CH:27]=4)[CH:14]=[N:13][C:12]=3[CH:11]=2)=[CH:8][CH:9]=1. The catalyst class is: 13. (3) Reactant: C[Si](C)(C)N[Si](C)(C)C.C([Li])CCC.[C:15]([Si:19]([CH3:34])([CH3:33])[O:20][CH2:21][CH2:22]OC1C=CC(I)=CC=1C=O)(C)(C)C.C[Si](Cl)(C)C.[CH2:40]([N:42](CC)CC)C.C(Cl)(=O)C. Product: [CH3:15][Si:19]([CH3:34])([CH3:33])[O:20][C:21](=[CH2:22])[N:42]=[CH2:40]. The catalyst class is: 469. (4) Product: [ClH:43].[ClH:43].[NH2:35][CH2:34][CH2:33][CH2:32][O:31][C:29]1[N:30]=[C:25]([CH2:24][N:5]2[C:6]3[C:11](=[C:10]([NH:12][C:13]([C:15]4[N:19]5[CH:20]=[CH:21][CH:22]=[CH:23][C:18]5=[N:17][CH:16]=4)=[O:14])[CH:9]=[CH:8][CH:7]=3)[C:3]([CH2:1][CH3:2])=[N:4]2)[CH:26]=[CH:27][CH:28]=1. Reactant: [CH2:1]([C:3]1[C:11]2[C:6](=[CH:7][CH:8]=[CH:9][C:10]=2[NH:12][C:13]([C:15]2[N:19]3[CH:20]=[CH:21][CH:22]=[CH:23][C:18]3=[N:17][CH:16]=2)=[O:14])[N:5]([CH2:24][C:25]2[N:30]=[C:29]([O:31][CH2:32][CH2:33][CH2:34][NH:35]C(=O)OC(C)(C)C)[CH:28]=[CH:27][CH:26]=2)[N:4]=1)[CH3:2].[ClH:43]. The catalyst class is: 13. (5) Reactant: [C:1]1([C:13]2[CH:18]=[CH:17][CH:16]=[CH:15][CH:14]=2)[CH:6]=[CH:5][CH:4]=[CH:3][C:2]=1[CH:7]([OH:12])[C:8]([O:10][CH3:11])=[O:9].[CH3:19]I.[H-].[Na+]. Product: [C:1]1([C:13]2[CH:18]=[CH:17][CH:16]=[CH:15][CH:14]=2)[CH:6]=[CH:5][CH:4]=[CH:3][C:2]=1[CH:7]([O:12][CH3:19])[C:8]([O:10][CH3:11])=[O:9]. The catalyst class is: 3. (6) Reactant: [BH4-].[Na+].CO.[CH3:5][O:6][C:7](=[O:32])[CH2:8][O:9][CH2:10]/[CH:11]=[CH:12]\[CH2:13][N:14]1[C@@H:19](/[CH:20]=[CH:21]/[C:22](=[O:30])[CH2:23][C:24]2[CH:29]=[CH:28][CH:27]=[CH:26][CH:25]=2)[CH2:18][CH2:17][CH2:16][C:15]1=[O:31]. Product: [CH3:5][O:6][C:7](=[O:32])[CH2:8][O:9][CH2:10]/[CH:11]=[CH:12]\[CH2:13][N:14]1[C:15](=[O:31])[CH2:16][CH2:17][CH2:18][C@@H:19]1/[CH:20]=[CH:21]/[CH:22]([OH:30])[CH2:23][C:24]1[CH:29]=[CH:28][CH:27]=[CH:26][CH:25]=1. The catalyst class is: 2.